Dataset: Reaction yield outcomes from USPTO patents with 853,638 reactions. Task: Predict the reaction yield, written as a fraction of the theoretical maximum amount of product (1.0 means a 100% yield; for example, 0.34 means a 34% yield). (1) The reactants are C(=O)([O-])[O-].[Cs+].[Cs+].[F:7][C:8]1[C:9](=[O:15])[NH:10][CH:11]=[CH:12][C:13]=1[I:14].Br[CH2:17][CH2:18][C:19]([CH3:29])([S:25]([CH3:28])(=[O:27])=[O:26])[C:20]([O:22][CH2:23][CH3:24])=[O:21]. The catalyst is C1COCC1. The product is [F:7][C:8]1[C:9](=[O:15])[N:10]([CH2:17][CH2:18][C@@:19]([CH3:29])([S:25]([CH3:28])(=[O:27])=[O:26])[C:20]([O:22][CH2:23][CH3:24])=[O:21])[CH:11]=[CH:12][C:13]=1[I:14]. The yield is 0.555. (2) The reactants are [CH2:1]([O:8][C:9]([NH:11][C:12]1[C:13](=[O:21])[NH:14][C:15]([CH:18]([CH3:20])[CH3:19])=[CH:16][CH:17]=1)=[O:10])[C:2]1[CH:7]=[CH:6][CH:5]=[CH:4][CH:3]=1.C[Si]([N-][Si](C)(C)C)(C)C.[Li+].[C:32]([O:36][C:37](=[O:40])[CH2:38]Br)([CH3:35])([CH3:34])[CH3:33]. The catalyst is O1CCCC1. The product is [CH2:1]([O:8][C:9]([NH:11][C:12]1[C:13](=[O:21])[N:14]([CH2:38][C:37]([O:36][C:32]([CH3:35])([CH3:34])[CH3:33])=[O:40])[C:15]([CH:18]([CH3:19])[CH3:20])=[CH:16][CH:17]=1)=[O:10])[C:2]1[CH:3]=[CH:4][CH:5]=[CH:6][CH:7]=1. The yield is 0.900. (3) The reactants are [O:1]1[CH2:6][CH2:5][N:4]([C:7]2[CH:12]=[CH:11][C:10]([NH:13][C:14]3[N:15]=[C:16](O)[C:17]4[CH:23]=[CH:22][N:21]=[C:20]([C:24]5[CH:29]=[CH:28][CH:27]=[C:26]([N+:30]([O-:32])=[O:31])[CH:25]=5)[C:18]=4[N:19]=3)=[CH:9][CH:8]=2)[CH2:3][CH2:2]1.O=P(Cl)(Cl)[Cl:36]. No catalyst specified. The product is [Cl:36][C:16]1[C:17]2[CH:23]=[CH:22][N:21]=[C:20]([C:24]3[CH:29]=[CH:28][CH:27]=[C:26]([N+:30]([O-:32])=[O:31])[CH:25]=3)[C:18]=2[N:19]=[C:14]([NH:13][C:10]2[CH:11]=[CH:12][C:7]([N:4]3[CH2:5][CH2:6][O:1][CH2:2][CH2:3]3)=[CH:8][CH:9]=2)[N:15]=1. The yield is 0.838. (4) The reactants are [C:1]1([NH:7][C:8]2[CH:9]=[C:10]([CH2:14][OH:15])[CH:11]=[CH:12][CH:13]=2)[CH:6]=[CH:5][CH:4]=[CH:3][CH:2]=1.O[N:17]1C(=O)C2=CC=CC=C2C1=O.C1(P(C2C=CC=CC=2)C2C=CC=CC=2)C=CC=CC=1.N(C(OCC)=O)=NC(OCC)=O.O.NN. The catalyst is C1COCC1.C(O)C. The product is [NH2:17][O:15][CH2:14][C:10]1[CH:9]=[C:8]([CH:13]=[CH:12][CH:11]=1)[NH:7][C:1]1[CH:6]=[CH:5][CH:4]=[CH:3][CH:2]=1. The yield is 0.690. (5) The reactants are [CH3:1][C:2]1[N:9]=[CH:8][CH:7]=[CH:6][C:3]=1[C:4]#[N:5].[Br:10]N1C(=O)CCC1=O.CC(N=NC(C#N)(C)C)(C#N)C. The catalyst is C(Cl)(Cl)(Cl)Cl. The product is [Br:10][CH2:1][C:2]1[N:9]=[CH:8][CH:7]=[CH:6][C:3]=1[C:4]#[N:5]. The yield is 0.368. (6) The reactants are [NH:1]1[C:11]2[C:6](=[CH:7][CH:8]=[CH:9][CH:10]=2)[C:4](=O)[C:2]1=[O:3].[CH:12]1([CH2:15][NH2:16])[CH2:14][CH2:13]1.[O-]S([O-])(=O)=O.[Mg+2].[C:23]([S-:25])#[N:24].[K+].C1C=CC(N=N[C:35]2[CH:36]=[CH:37][C:38](N)=[N:39][C:40]=2N)=CC=1.Cl.Cl.[N+](CC1CC1)#[C-]. The catalyst is C1COCC1.CO. The product is [CH:12]1([CH2:15][N:16]2[C:4]3([C:6]4[C:11](=[CH:10][CH:9]=[CH:8][CH:7]=4)[NH:1][C:2]3=[O:3])/[C:40](=[N:39]/[CH2:38][CH:37]3[CH2:35][CH2:36]3)/[NH:24][C:23]2=[S:25])[CH2:14][CH2:13]1. The yield is 0.250. (7) The reactants are C([O:8][C:9]1[CH:10]=[CH:11][C:12]([S:22](=[O:35])(=[O:34])[NH:23][C:24]2[CH:25]=[CH:26][C:27]3[CH2:31][O:30][B:29]([OH:32])[C:28]=3[CH:33]=2)=[C:13]([NH:15][C:16](=[O:21])[CH2:17][N:18]([CH3:20])[CH3:19])[CH:14]=1)C1C=CC=CC=1. The catalyst is CO.[Pd]. The product is [CH3:19][N:18]([CH3:20])[CH2:17][C:16]([NH:15][C:13]1[CH:14]=[C:9]([OH:8])[CH:10]=[CH:11][C:12]=1[S:22](=[O:35])(=[O:34])[NH:23][C:24]1[CH:25]=[CH:26][C:27]2[CH2:31][O:30][B:29]([OH:32])[C:28]=2[CH:33]=1)=[O:21]. The yield is 0.940.